From a dataset of NCI-60 drug combinations with 297,098 pairs across 59 cell lines. Regression. Given two drug SMILES strings and cell line genomic features, predict the synergy score measuring deviation from expected non-interaction effect. (1) Drug 1: CC1=CC=C(C=C1)C2=CC(=NN2C3=CC=C(C=C3)S(=O)(=O)N)C(F)(F)F. Drug 2: C1=NC(=NC(=O)N1C2C(C(C(O2)CO)O)O)N. Cell line: MCF7. Synergy scores: CSS=14.3, Synergy_ZIP=-2.49, Synergy_Bliss=4.34, Synergy_Loewe=0.0774, Synergy_HSA=2.81. (2) Drug 1: CC(C1=C(C=CC(=C1Cl)F)Cl)OC2=C(N=CC(=C2)C3=CN(N=C3)C4CCNCC4)N. Drug 2: C1=CC(=C2C(=C1NCCNCCO)C(=O)C3=C(C=CC(=C3C2=O)O)O)NCCNCCO. Cell line: NCI-H322M. Synergy scores: CSS=35.8, Synergy_ZIP=10.8, Synergy_Bliss=11.0, Synergy_Loewe=-4.91, Synergy_HSA=9.54. (3) Drug 1: C(=O)(N)NO. Drug 2: C1CN(CCN1C(=O)CCBr)C(=O)CCBr. Cell line: NCI-H322M. Synergy scores: CSS=-2.07, Synergy_ZIP=0.863, Synergy_Bliss=0.795, Synergy_Loewe=0.967, Synergy_HSA=-1.36. (4) Cell line: CAKI-1. Synergy scores: CSS=57.6, Synergy_ZIP=-4.50, Synergy_Bliss=-2.52, Synergy_Loewe=0.647, Synergy_HSA=3.59. Drug 2: C1CC(C1)(C(=O)O)C(=O)O.[NH2-].[NH2-].[Pt+2]. Drug 1: COC1=CC(=CC(=C1O)OC)C2C3C(COC3=O)C(C4=CC5=C(C=C24)OCO5)OC6C(C(C7C(O6)COC(O7)C8=CC=CS8)O)O. (5) Drug 1: CNC(=O)C1=CC=CC=C1SC2=CC3=C(C=C2)C(=NN3)C=CC4=CC=CC=N4. Drug 2: CC1=CC=C(C=C1)C2=CC(=NN2C3=CC=C(C=C3)S(=O)(=O)N)C(F)(F)F. Cell line: UO-31. Synergy scores: CSS=6.57, Synergy_ZIP=-2.33, Synergy_Bliss=0.386, Synergy_Loewe=0.0578, Synergy_HSA=0.408. (6) Drug 1: CCC(=C(C1=CC=CC=C1)C2=CC=C(C=C2)OCCN(C)C)C3=CC=CC=C3.C(C(=O)O)C(CC(=O)O)(C(=O)O)O. Drug 2: CCC1(C2=C(COC1=O)C(=O)N3CC4=CC5=C(C=CC(=C5CN(C)C)O)N=C4C3=C2)O.Cl. Cell line: NCI/ADR-RES. Synergy scores: CSS=14.4, Synergy_ZIP=-6.26, Synergy_Bliss=1.87, Synergy_Loewe=-17.8, Synergy_HSA=-1.28. (7) Drug 1: C1=C(C(=O)NC(=O)N1)F. Drug 2: CCC1(CC2CC(C3=C(CCN(C2)C1)C4=CC=CC=C4N3)(C5=C(C=C6C(=C5)C78CCN9C7C(C=CC9)(C(C(C8N6C)(C(=O)OC)O)OC(=O)C)CC)OC)C(=O)OC)O.OS(=O)(=O)O. Cell line: K-562. Synergy scores: CSS=46.7, Synergy_ZIP=-6.10, Synergy_Bliss=-8.54, Synergy_Loewe=-11.0, Synergy_HSA=-6.99.